Predict the product of the given reaction. From a dataset of Forward reaction prediction with 1.9M reactions from USPTO patents (1976-2016). Given the reactants Br[C:2]1[CH:3]=[CH:4][C:5]2[O:14][CH2:13][CH2:12][C:11]3[S:10][C:9]([C:15]4[N:16]([CH:20]([CH3:22])[CH3:21])[N:17]=[CH:18][N:19]=4)=[N:8][C:7]=3[C:6]=2[CH:23]=1.[F:24][C:25]1[N:30]=[CH:29][C:28](B(O)O)=[CH:27][CH:26]=1, predict the reaction product. The product is: [F:24][C:25]1[N:30]=[CH:29][C:28]([C:2]2[CH:3]=[CH:4][C:5]3[O:14][CH2:13][CH2:12][C:11]4[S:10][C:9]([C:15]5[N:16]([CH:20]([CH3:22])[CH3:21])[N:17]=[CH:18][N:19]=5)=[N:8][C:7]=4[C:6]=3[CH:23]=2)=[CH:27][CH:26]=1.